Predict the reactants needed to synthesize the given product. From a dataset of Full USPTO retrosynthesis dataset with 1.9M reactions from patents (1976-2016). (1) Given the product [C:17]1([C:7]2([C:1]3[CH:6]=[CH:5][CH:4]=[CH:3][CH:2]=3)[CH:11]3[CH2:12][N:13]([C:33]([C:29]4[CH:28]=[C:27]5[C:32](=[CH:31][CH:30]=4)[N:23]=[CH:24][CH:25]=[CH:26]5)=[O:34])[CH2:14][CH2:15][N:10]3[C:9](=[O:16])[O:8]2)[CH:18]=[CH:19][CH:20]=[CH:21][CH:22]=1, predict the reactants needed to synthesize it. The reactants are: [C:1]1([C:7]2([C:17]3[CH:22]=[CH:21][CH:20]=[CH:19][CH:18]=3)[CH:11]3[CH2:12][NH:13][CH2:14][CH2:15][N:10]3[C:9](=[O:16])[O:8]2)[CH:6]=[CH:5][CH:4]=[CH:3][CH:2]=1.[N:23]1[C:32]2[C:27](=[CH:28][C:29]([C:33](O)=[O:34])=[CH:30][CH:31]=2)[CH:26]=[CH:25][CH:24]=1.ON1C2C=CC=CC=2N=N1.Cl.C(N=C=NCCCN(C)C)C. (2) Given the product [CH2:27]([CH:22]([CH2:23][CH2:24][CH2:25][CH3:26])[CH2:21][O:20][C:18](=[O:19])[CH2:17][CH2:16][S:15][C:2]1[CH:3]=[C:4]([CH:9]=[CH:10][C:11]=1[N+:12]([O-:14])=[O:13])[C:5]([O:7][CH3:8])=[O:6])[CH3:28], predict the reactants needed to synthesize it. The reactants are: F[C:2]1[CH:3]=[C:4]([CH:9]=[CH:10][C:11]=1[N+:12]([O-:14])=[O:13])[C:5]([O:7][CH3:8])=[O:6].[SH:15][CH2:16][CH2:17][C:18]([O:20][CH2:21][CH:22]([CH2:27][CH3:28])[CH2:23][CH2:24][CH2:25][CH3:26])=[O:19].C(=O)([O-])[O-].[K+].[K+]. (3) Given the product [Cl:1][C:2]1[CH:3]=[CH:4][C:5]2[N:11]3[C:12]([C:15]([F:18])([F:17])[F:16])=[N:13][N:14]=[C:10]3[C@@H:9]([CH2:19][C:20]([OH:22])=[O:21])[S:8][C@H:7]([C:25]3[CH:30]=[CH:29][CH:28]=[C:27]([O:31][CH3:32])[C:26]=3[CH2:33][CH3:34])[C:6]=2[CH:35]=1, predict the reactants needed to synthesize it. The reactants are: [Cl:1][C:2]1[CH:3]=[CH:4][C:5]2[N:11]3[C:12]([C:15]([F:18])([F:17])[F:16])=[N:13][N:14]=[C:10]3[C@@H:9]([CH2:19][C:20]([O:22]CC)=[O:21])[S:8][C@H:7]([C:25]3[CH:30]=[CH:29][CH:28]=[C:27]([O:31][CH3:32])[C:26]=3[CH2:33][CH3:34])[C:6]=2[CH:35]=1.Cl.C(OCC)(=O)C.